This data is from Full USPTO retrosynthesis dataset with 1.9M reactions from patents (1976-2016). The task is: Predict the reactants needed to synthesize the given product. (1) Given the product [CH3:1][C@H:2]1[CH2:7][N:6]2[N:8]=[CH:9][C:10]([N:11]3[CH2:15][CH:14]([C:16]4[CH:21]=[CH:20][CH:19]=[CH:18][N:17]=4)[O:13][C:12]3=[O:22])=[C:5]2[CH2:4][N:3]1[C:42]([NH:41][C:35]1[CH:36]=[C:37]([F:40])[C:38]([F:39])=[C:33]([F:32])[CH:34]=1)=[O:43], predict the reactants needed to synthesize it. The reactants are: [CH3:1][C@H:2]1[CH2:7][N:6]2[N:8]=[CH:9][C:10]([N:11]3[CH2:15][CH:14]([C:16]4[CH:21]=[CH:20][CH:19]=[CH:18][N:17]=4)[O:13][C:12]3=[O:22])=[C:5]2[CH2:4][NH:3]1.CCN(C(C)C)C(C)C.[F:32][C:33]1[CH:34]=[C:35]([NH:41][C:42](=O)[O:43]C2C=CC=CC=2)[CH:36]=[C:37]([F:40])[C:38]=1[F:39]. (2) Given the product [Br:9][C:5]1[CH:6]=[C:7]([Br:8])[C:2]2[N:3]([C:11]([CH3:15])=[C:12]([CH3:13])[N:1]=2)[CH:4]=1, predict the reactants needed to synthesize it. The reactants are: [NH2:1][C:2]1[C:7]([Br:8])=[CH:6][C:5]([Br:9])=[CH:4][N:3]=1.Br[CH:11]([CH3:15])[C:12](=O)[CH3:13].CN1CCCC1=O.C(=O)(O)[O-].[Na+]. (3) Given the product [C:15]([C:14]1[CH:17]=[CH:18][CH:19]=[CH:20][C:13]=1[S:10]([N:6]1[CH2:7][CH2:8][O:9][C@H:4]([CH2:3][NH:2][C:41](=[O:42])[C@H:36]([CH2:37][CH:38]([CH3:39])[CH3:40])[NH:35][C:28]([O:30][C:31]([CH3:32])([CH3:33])[CH3:34])=[O:29])[CH2:5]1)(=[O:12])=[O:11])#[N:16], predict the reactants needed to synthesize it. The reactants are: Cl.[NH2:2][CH2:3][C@H:4]1[O:9][CH2:8][CH2:7][N:6]([S:10]([C:13]2[CH:20]=[CH:19][CH:18]=[CH:17][C:14]=2[C:15]#[N:16])(=[O:12])=[O:11])[CH2:5]1.C(N(CC)CC)C.[C:28]([NH:35][C@H:36]([C:41](O)=[O:42])[CH2:37][CH:38]([CH3:40])[CH3:39])([O:30][C:31]([CH3:34])([CH3:33])[CH3:32])=[O:29].C1C=CC2N(O)N=NC=2C=1.C(Cl)CCl.